This data is from Full USPTO retrosynthesis dataset with 1.9M reactions from patents (1976-2016). The task is: Predict the reactants needed to synthesize the given product. Given the product [CH3:33][S:43]([C:3]1[CH:4]=[C:5]2[C:11]3([CH2:15][CH2:14][N:13]([C:16]([O:18][C:19]([CH3:22])([CH3:21])[CH3:20])=[O:17])[CH2:12]3)[CH2:10][N:9]([C:23]([O:25][CH2:26][CH2:27][Si:28]([CH3:31])([CH3:29])[CH3:30])=[O:24])[C:6]2=[CH:7][CH:8]=1)(=[O:47])=[O:45], predict the reactants needed to synthesize it. The reactants are: CS[C:3]1[CH:4]=[C:5]2[C:11]3([CH2:15][CH2:14][N:13]([C:16]([O:18][C:19]([CH3:22])([CH3:21])[CH3:20])=[O:17])[CH2:12]3)[CH2:10][N:9]([C:23]([O:25][CH2:26][CH2:27][Si:28]([CH3:31])([CH3:30])[CH3:29])=[O:24])[C:6]2=[CH:7][CH:8]=1.Cl[C:33]1C=CC=C(C(OO)=O)C=1.[S:43]([O-:47])([O-])(=[O:45])=S.[Na+].[Na+].